Dataset: Forward reaction prediction with 1.9M reactions from USPTO patents (1976-2016). Task: Predict the product of the given reaction. (1) Given the reactants [Cl:1][C:2]1[CH:7]=[C:6]([Cl:8])[CH:5]=[CH:4][C:3]=1[C:9]1[N:13]2[N:14]=[C:15]([CH3:37])[CH:16]=[C:17]([NH:18][C@H:19]3[C@@H:23]([O:24][CH2:25][CH3:26])[CH2:22][N:21](C(OCC4C=CC=CC=4)=O)[CH2:20]3)[C:12]2=[CH:11][C:10]=1[CH3:38].C(N(CC)CC)C.C([SiH](CC)CC)C.FC(F)(F)C(O)=O.[OH-].[Na+], predict the reaction product. The product is: [Cl:1][C:2]1[CH:7]=[C:6]([Cl:8])[CH:5]=[CH:4][C:3]=1[C:9]1[N:13]2[N:14]=[C:15]([CH3:37])[CH:16]=[C:17]([NH:18][C@H:19]3[C@@H:23]([O:24][CH2:25][CH3:26])[CH2:22][NH:21][CH2:20]3)[C:12]2=[CH:11][C:10]=1[CH3:38]. (2) Given the reactants C(OC(=O)[NH:7][C:8]1[CH:13]=[C:12]([N:14]([CH3:18])[CH2:15][CH2:16][CH3:17])[C:11]([C:19]([F:22])([F:21])[F:20])=[CH:10][C:9]=1[NH:23][C:24](=[O:40])[CH2:25][C:26]([C:28]1[CH:33]=[CH:32][CH:31]=[C:30]([C:34]2[O:38][N:37]=[C:36]([CH3:39])[CH:35]=2)[CH:29]=1)=O)(C)(C)C.C(O)(C(F)(F)F)=O, predict the reaction product. The product is: [CH3:39][C:36]1[CH:35]=[C:34]([C:30]2[CH:29]=[C:28]([C:26]3[CH2:25][C:24](=[O:40])[NH:23][C:9]4[CH:10]=[C:11]([C:19]([F:20])([F:21])[F:22])[C:12]([N:14]([CH3:18])[CH2:15][CH2:16][CH3:17])=[CH:13][C:8]=4[N:7]=3)[CH:33]=[CH:32][CH:31]=2)[O:38][N:37]=1. (3) Given the reactants [C:1]([C:5]1[N:10]=[C:9]2[NH:11][N:12]=[CH:13][C:8]2=[C:7]([N:14]2[CH2:18][CH2:17][C:16]([F:20])([F:19])[CH2:15]2)[N:6]=1)([CH3:4])([CH3:3])[CH3:2].Cl[CH2:22][C:23]1[N:27]([CH3:28])[C:26]([CH3:29])=[N:25][N:24]=1.C(=O)([O-])[O-].[Cs+].[Cs+], predict the reaction product. The product is: [C:1]([C:5]1[N:10]=[C:9]2[N:11]([CH2:22][C:23]3[N:27]([CH3:28])[C:26]([CH3:29])=[N:25][N:24]=3)[N:12]=[CH:13][C:8]2=[C:7]([N:14]2[CH2:18][CH2:17][C:16]([F:19])([F:20])[CH2:15]2)[N:6]=1)([CH3:4])([CH3:2])[CH3:3]. (4) Given the reactants Br[C:2]1[CH:3]=[CH:4][C:5]2[N:9]=[C:8]([CH2:10][N:11]3[CH2:16][CH2:15][CH:14]([C:17]4[CH:22]=[CH:21][CH:20]=[CH:19][C:18]=4[F:23])[CH2:13][CH2:12]3)[N:7]([CH3:24])[C:6]=2[CH:25]=1.[C:26]1(B(O)O)[CH:31]=[CH:30][CH:29]=[CH:28][CH:27]=1.C([O-])(O)=O.[Na+].C1(C)C=CC=CC=1, predict the reaction product. The product is: [F:23][C:18]1[CH:19]=[CH:20][CH:21]=[CH:22][C:17]=1[CH:14]1[CH2:13][CH2:12][N:11]([CH2:10][C:8]2[N:7]([CH3:24])[C:6]3[CH:25]=[C:2]([C:26]4[CH:31]=[CH:30][CH:29]=[CH:28][CH:27]=4)[CH:3]=[CH:4][C:5]=3[N:9]=2)[CH2:16][CH2:15]1. (5) Given the reactants [F:1][C:2]1[CH:30]=[CH:29][C:5]2[N:6]=[C:7]([NH:9][C@H:10]3[CH2:14][CH2:13][CH2:12][C@@H:11]3[NH:15][C:16](=[O:28])[C:17]3[CH:22]=[CH:21][CH:20]=[CH:19][C:18]=3N3C=CC=N3)[S:8][C:4]=2[CH:3]=1.[Cl:31]C1C=CC=CC=1C(O)=O.Cl.FC1C=CC2N=C(N[C@H]3CCC[C@@H]3N)SC=2C=1, predict the reaction product. The product is: [Cl:31][C:18]1[CH:19]=[CH:20][CH:21]=[CH:22][C:17]=1[C:16]([NH:15][C@H:11]1[CH2:12][CH2:13][CH2:14][C@@H:10]1[NH:9][C:7]1[S:8][C:4]2[CH:3]=[C:2]([F:1])[CH:30]=[CH:29][C:5]=2[N:6]=1)=[O:28].